From a dataset of Reaction yield outcomes from USPTO patents with 853,638 reactions. Predict the reaction yield, written as a fraction of the theoretical maximum amount of product (1.0 means a 100% yield; for example, 0.34 means a 34% yield). (1) The reactants are Cl.[C:2]([O:6][C:7](=[O:11])[CH2:8][NH:9][CH3:10])([CH3:5])([CH3:4])[CH3:3].[CH2:12](N(CC)CC)C.BrC[C:21]1[CH:22]=[C:23]([CH:26]=[CH:27][CH:28]=1)[C:24]#[N:25].O. The catalyst is C(#N)C. The product is [C:24]([C:23]1[CH:22]=[C:21]([CH:28]=[CH:27][CH:26]=1)[CH2:10][N:9]([CH2:8][C:7]([O:6][C:2]([CH3:5])([CH3:4])[CH3:3])=[O:11])[CH3:12])#[N:25]. The yield is 0.850. (2) The yield is 0.880. The reactants are C([N:8]1[CH2:13][CH2:12][C:11](=[O:14])[CH:10]([CH3:15])[CH2:9]1)C1C=CC=CC=1.[C:24](O[C:24]([O:26][C:27]([CH3:30])([CH3:29])[CH3:28])=[O:25])([O:26][C:27]([CH3:30])([CH3:29])[CH3:28])=[O:25]. The product is [CH3:15][CH:10]1[C:11](=[O:14])[CH2:12][CH2:13][N:8]([C:24]([O:26][C:27]([CH3:28])([CH3:29])[CH3:30])=[O:25])[CH2:9]1. The catalyst is CO.[Pd]. (3) The reactants are [Br:1][C:2]1[C:3](F)=[C:4]2[C:10]([NH:11][C:12](=[O:14])[CH3:13])=[CH:9][NH:8][C:5]2=[N:6][CH:7]=1.[NH:16]1[CH2:21][CH2:20][CH2:19][C@@H:18]([NH:22][C:23](=[O:29])[O:24][C:25]([CH3:28])([CH3:27])[CH3:26])[CH2:17]1.CC#N.O. The catalyst is C(O)CCC. The product is [C:12]([NH:11][C:10]1[C:4]2[C:5](=[N:6][CH:7]=[C:2]([Br:1])[C:3]=2[N:16]2[CH2:21][CH2:20][CH2:19][C@@H:18]([NH:22][C:23](=[O:29])[O:24][C:25]([CH3:27])([CH3:26])[CH3:28])[CH2:17]2)[NH:8][CH:9]=1)(=[O:14])[CH3:13]. The yield is 0.770. (4) The yield is 0.420. The product is [Br:1][C:2]1[CH:11]=[C:10]2[C:5]([CH:6]=[CH:7][C:8]([C@H:12]([NH:14][C:15]([C@@H:17]3[CH2:22][CH2:21][CH2:20][N:19]([C:23](=[O:27])[C@@H:24]([NH:26][C:28]([CH:31]([O:36][C:37](=[O:43])[C:38]([CH3:42])([CH3:41])[CH:39]=[CH2:40])[CH:32]4[CH2:35][O:34][CH2:33]4)=[O:29])[CH3:25])[NH:18]3)=[O:16])[CH3:13])=[N:9]2)=[CH:4][CH:3]=1. The catalyst is CN(C)C=O.ClCCl. The reactants are [Br:1][C:2]1[CH:11]=[C:10]2[C:5]([CH:6]=[CH:7][C:8]([C@H:12]([NH:14][C:15]([C@@H:17]3[CH2:22][CH2:21][CH2:20][N:19]([C:23](=[O:27])[C@@H:24]([NH2:26])[CH3:25])[NH:18]3)=[O:16])[CH3:13])=[N:9]2)=[CH:4][CH:3]=1.[C:28]([CH:31]([O:36][C:37](=[O:43])[C:38]([CH3:42])([CH3:41])[CH:39]=[CH2:40])[CH:32]1[CH2:35][O:34][CH2:33]1)(O)=[O:29].CC1(C)CCCC(C)(C)N1.F[P-](F)(F)(F)(F)F.C(C(=NO[C+](N(C)C)N1CCOCC1)C(OCC)=O)#N. (5) The reactants are [CH3:1][C:2]1[C:7]([CH3:8])=[CH:6][CH:5]=[CH:4][C:3]=1[C:9]1[CH:14]=[CH:13][CH:12]=[CH:11][C:10]=1[CH2:15][CH2:16][C:17]([OH:19])=O.[CH:20]([NH:23][NH:24][C:25]([C:27]1[CH:31]=[CH:30][O:29][CH:28]=1)=[O:26])([CH3:22])[CH3:21].C(N(CC)CC)C.C1C=CC2N(O)N=NC=2C=1.CCN=C=NCCCN(C)C. The catalyst is CN(C=O)C. The product is [CH3:1][C:2]1[C:7]([CH3:8])=[CH:6][CH:5]=[CH:4][C:3]=1[C:9]1[CH:14]=[CH:13][CH:12]=[CH:11][C:10]=1[CH2:15][CH2:16][C:17]([N:23]([CH:20]([CH3:22])[CH3:21])[NH:24][C:25]([C:27]1[CH:31]=[CH:30][O:29][CH:28]=1)=[O:26])=[O:19]. The yield is 0.410. (6) The reactants are [CH3:1][C:2]([CH3:23])([C:13](=[O:22])[CH:14]=[CH:15][C:16]1[CH:21]=[CH:20][CH:19]=[CH:18][CH:17]=1)[C:3](=[O:12])[CH:4]=[CH:5][C:6]1[CH:11]=[CH:10][CH:9]=[CH:8][CH:7]=1. The catalyst is [Pd].C(OCC)(=O)C. The product is [CH3:1][C:2]([CH3:23])([C:3](=[O:12])[CH2:4][CH2:5][C:6]1[CH:7]=[CH:8][CH:9]=[CH:10][CH:11]=1)[C:13](=[O:22])[CH2:14][CH2:15][C:16]1[CH:21]=[CH:20][CH:19]=[CH:18][CH:17]=1. The yield is 0.800.